From a dataset of Forward reaction prediction with 1.9M reactions from USPTO patents (1976-2016). Predict the product of the given reaction. (1) Given the reactants [Cl:1][C:2]1[CH:7]=[C:6]([N+:8]([O-:10])=[O:9])[CH:5]=[CH:4][C:3]=1F.[F:12][C:13]1[CH:14]=[CH:15][CH:16]=[C:17]2[C:22]=1[N:21]=[CH:20][CH:19]=[C:18]2[OH:23].C(=O)([O-])[O-].[K+].[K+], predict the reaction product. The product is: [Cl:1][C:2]1[CH:7]=[C:6]([N+:8]([O-:10])=[O:9])[CH:5]=[CH:4][C:3]=1[O:23][C:18]1[C:17]2[C:22](=[C:13]([F:12])[CH:14]=[CH:15][CH:16]=2)[N:21]=[CH:20][CH:19]=1. (2) The product is: [NH2:8][C@H:7]1[CH2:6][CH2:5][CH2:4][N:3]([C:16]2[CH:17]=[CH:18][CH:19]=[CH:20][CH:21]=2)[C:2]1=[O:1]. Given the reactants [O:1]=[C:2]1[C@@H:7]([NH:8]C(=O)OC(C)(C)C)[CH2:6][CH2:5][CH2:4][N:3]1[C:16]1[CH:21]=[CH:20][CH:19]=[CH:18][CH:17]=1.Cl, predict the reaction product.